The task is: Predict the reactants needed to synthesize the given product.. This data is from Full USPTO retrosynthesis dataset with 1.9M reactions from patents (1976-2016). (1) Given the product [Cl:1][C:2]1[N:3]=[CH:4][C:5]2[S:10][CH:9]=[C:8]([CH3:11])[C:6]=2[N:7]=1, predict the reactants needed to synthesize it. The reactants are: [Cl:1][C:2]1[N:3]=[C:4](Cl)[C:5]2[S:10][CH:9]=[C:8]([CH3:11])[C:6]=2[N:7]=1.C([O-])(=O)C.[Na+]. (2) Given the product [CH:1]([N:4]1[C:8]([C:9]([OH:11])=[O:10])=[CH:7][C:6]([C:14]2[S:15][CH:16]=[CH:17][CH:18]=2)=[N:5]1)([CH3:3])[CH3:2], predict the reactants needed to synthesize it. The reactants are: [CH:1]([N:4]1[C:8]([C:9]([O:11]CC)=[O:10])=[CH:7][C:6]([C:14]2[S:15][CH:16]=[CH:17][CH:18]=2)=[N:5]1)([CH3:3])[CH3:2].[Li+].[OH-]. (3) Given the product [C:3]1([CH2:9][CH2:10]/[CH:11]=[CH:15]/[C:16]([O:17][CH2:18][CH3:14])=[O:13])[CH:4]=[CH:5][CH:6]=[CH:7][CH:8]=1, predict the reactants needed to synthesize it. The reactants are: [H-].[Na+].[C:3]1([CH2:9][CH2:10][CH:11]=O)[CH:8]=[CH:7][CH:6]=[CH:5][CH:4]=1.[OH2:13].[CH2:14]1[CH2:18][O:17][CH2:16][CH2:15]1.O. (4) Given the product [OH-:22].[NH4+:2].[NH2:2][C:3]1[C:12]2[N:13]=[C:14]([CH2:28][NH:29][C:30]([NH:32][CH3:33])=[O:31])[N:15]([CH2:16][CH2:17][CH2:18][CH2:19][NH2:20])[C:11]=2[C:10]2[N:9]=[CH:8][CH:7]=[CH:6][C:5]=2[N:4]=1, predict the reactants needed to synthesize it. The reactants are: Cl.[NH2:2][C:3]1[C:12]2[N:13]=[C:14]([CH2:28][NH:29][C:30]([NH:32][CH3:33])=[O:31])[N:15]([CH2:16][CH2:17][CH2:18][CH2:19][NH:20]C(=O)[O:22]C(C)(C)C)[C:11]=2[C:10]2[N:9]=[CH:8][CH:7]=[CH:6][C:5]=2[N:4]=1.